Dataset: Catalyst prediction with 721,799 reactions and 888 catalyst types from USPTO. Task: Predict which catalyst facilitates the given reaction. Reactant: [F:1][C:2]([F:24])([C:18]1[CH:23]=[CH:22][CH:21]=[CH:20][CH:19]=1)[CH2:3][O:4][C:5]1[CH:10]=[CH:9][C:8]([CH2:11][C:12]([O:14]CC)=[O:13])=[CH:7][C:6]=1[F:17].[OH-].[Na+].Cl. Product: [F:24][C:2]([F:1])([C:18]1[CH:23]=[CH:22][CH:21]=[CH:20][CH:19]=1)[CH2:3][O:4][C:5]1[CH:10]=[CH:9][C:8]([CH2:11][C:12]([OH:14])=[O:13])=[CH:7][C:6]=1[F:17]. The catalyst class is: 8.